Dataset: Full USPTO retrosynthesis dataset with 1.9M reactions from patents (1976-2016). Task: Predict the reactants needed to synthesize the given product. (1) Given the product [OH:26][C:23]([CH3:25])([CH3:24])[CH2:22][N:3]1[C:4]2=[N:9][C:8]([N:10]3[CH2:11][CH2:12][O:13][CH2:14][CH2:15]3)=[CH:7][C:6](=[O:16])[N:5]2[CH2:17][C@@:2]1([CH3:1])[C:18]([F:21])([F:19])[F:20], predict the reactants needed to synthesize it. The reactants are: [CH3:1][C@@:2]1([C:18]([F:21])([F:20])[F:19])[CH2:17][N:5]2[C:6](=[O:16])[CH:7]=[C:8]([N:10]3[CH2:15][CH2:14][O:13][CH2:12][CH2:11]3)[N:9]=[C:4]2[NH:3]1.[CH3:22][C:23]1([O:26][CH2:25]1)[CH3:24].C(=O)([O-])[O-].[Cs+].[Cs+]. (2) Given the product [F:1][CH:2]([F:26])[O:3][C:4]1[CH:5]=[C:6]([C:14]([C:16]2[C:24]3[C:19](=[N:20][CH:21]=[C:22]([C:27]4[CH:32]=[CH:31][CH:30]=[CH:29][CH:28]=4)[CH:23]=3)[NH:18][CH:17]=2)=[O:15])[CH:7]=[C:8]([O:10][CH:11]([F:13])[F:12])[CH:9]=1, predict the reactants needed to synthesize it. The reactants are: [F:1][CH:2]([F:26])[O:3][C:4]1[CH:5]=[C:6]([C:14]([C:16]2[C:24]3[C:19](=[N:20][CH:21]=[C:22](Br)[CH:23]=3)[NH:18][CH:17]=2)=[O:15])[CH:7]=[C:8]([O:10][CH:11]([F:13])[F:12])[CH:9]=1.[C:27]1(B(O)O)[CH:32]=[CH:31][CH:30]=[CH:29][CH:28]=1.C(=O)([O-])[O-].[K+].[K+]. (3) Given the product [Br:9][C:5]1[C:6]([CH3:8])=[CH:7][C:2]([CH:19]=[O:20])=[C:3]([CH3:10])[CH:4]=1, predict the reactants needed to synthesize it. The reactants are: Br[C:2]1[CH:7]=[C:6]([CH3:8])[C:5]([Br:9])=[CH:4][C:3]=1[CH3:10].[Li]CCCC.CN([CH:19]=[O:20])C. (4) The reactants are: P(Cl)(Cl)([Cl:3])=O.O1CCCCC1[N:12]1[C:17](=O)[CH:16]=[C:15]([C:19]2[S:20][CH:21]=[CH:22][N:23]=2)[CH:14]=[N:13]1. Given the product [Cl:3][C:17]1[N:12]=[N:13][CH:14]=[C:15]([C:19]2[S:20][CH:21]=[CH:22][N:23]=2)[CH:16]=1, predict the reactants needed to synthesize it. (5) Given the product [CH3:19][O:10][C:9](=[O:11])[C:8]1[CH:12]=[CH:13][CH:14]=[C:15]([N+:16]([O-:18])=[O:17])[C:7]=1[Cl:6], predict the reactants needed to synthesize it. The reactants are: S(=O)(=O)(O)O.[Cl:6][C:7]1[C:15]([N+:16]([O-:18])=[O:17])=[CH:14][CH:13]=[CH:12][C:8]=1[C:9]([OH:11])=[O:10].[CH3:19]O. (6) The reactants are: C(O)(=O)C.[CH3:5][C:6]1[CH:7]=[CH:8][C:9]([O:12][CH2:13][C:14]2[CH:21]=[CH:20][C:17]([CH:18]=O)=[CH:16][CH:15]=2)=[N:10][CH:11]=1.[N+:22]([CH3:25])([O-:24])=[O:23].C([O-])(=O)C.[NH4+]. Given the product [CH3:5][C:6]1[CH:7]=[CH:8][C:9]([O:12][CH2:13][C:14]2[CH:21]=[CH:20][C:17](/[CH:18]=[CH:25]/[N+:22]([O-:24])=[O:23])=[CH:16][CH:15]=2)=[N:10][CH:11]=1, predict the reactants needed to synthesize it. (7) Given the product [CH3:22][O:23][C:24]1[CH:29]=[CH:28][C:27]([C:2]2[CH:3]=[CH:4][CH:5]=[C:6]3[C:10]=2[N:9]([CH2:11][CH2:12][CH3:13])[N:8]=[C:7]3[C:14]2[CH:19]=[CH:18][C:17]([O:20][CH3:21])=[CH:16][CH:15]=2)=[CH:26][CH:25]=1, predict the reactants needed to synthesize it. The reactants are: Cl[C:2]1[CH:3]=[CH:4][CH:5]=[C:6]2[C:10]=1[N:9]([CH2:11][CH2:12][CH3:13])[N:8]=[C:7]2[C:14]1[CH:19]=[CH:18][C:17]([O:20][CH3:21])=[CH:16][CH:15]=1.[CH3:22][O:23][C:24]1[CH:29]=[CH:28][C:27]([Mg]Br)=[CH:26][CH:25]=1.